From a dataset of Full USPTO retrosynthesis dataset with 1.9M reactions from patents (1976-2016). Predict the reactants needed to synthesize the given product. (1) Given the product [Si:1]([O:8][C@@H:9]([C:25]1[CH:30]=[CH:29][CH:28]=[CH:27][C:26]=1[C:31]1[CH:36]=[CH:35][C:34]([Cl:37])=[CH:33][CH:32]=1)[CH:10]1[CH2:15][CH2:14][N:13]([C:16]2[CH:24]=[CH:23][C:19]([C:20]([NH:85][S:82]([C:79]3[CH:80]=[CH:81][C:76]([NH:75][C@H:66]([CH2:65][CH2:64][N:61]4[CH2:62][CH2:63][N:58]([CH2:57][CH2:56][O:55][Si:38]([C:51]([CH3:52])([CH3:53])[CH3:54])([C:45]5[CH:46]=[CH:47][CH:48]=[CH:49][CH:50]=5)[C:39]5[CH:44]=[CH:43][CH:42]=[CH:41][CH:40]=5)[CH2:59][CH2:60]4)[CH2:67][S:68][C:69]4[CH:74]=[CH:73][CH:72]=[CH:71][CH:70]=4)=[C:77]([S:86]([C:89]([F:90])([F:92])[F:91])(=[O:87])=[O:88])[CH:78]=3)(=[O:83])=[O:84])=[O:21])=[CH:18][CH:17]=2)[CH2:12][CH2:11]1)([C:4]([CH3:7])([CH3:6])[CH3:5])([CH3:3])[CH3:2], predict the reactants needed to synthesize it. The reactants are: [Si:1]([O:8][C@@H:9]([C:25]1[CH:30]=[CH:29][CH:28]=[CH:27][C:26]=1[C:31]1[CH:36]=[CH:35][C:34]([Cl:37])=[CH:33][CH:32]=1)[CH:10]1[CH2:15][CH2:14][N:13]([C:16]2[CH:24]=[CH:23][C:19]([C:20](O)=[O:21])=[CH:18][CH:17]=2)[CH2:12][CH2:11]1)([C:4]([CH3:7])([CH3:6])[CH3:5])([CH3:3])[CH3:2].[Si:38]([O:55][CH2:56][CH2:57][N:58]1[CH2:63][CH2:62][N:61]([CH2:64][CH2:65][C@@H:66]([NH:75][C:76]2[CH:81]=[CH:80][C:79]([S:82]([NH2:85])(=[O:84])=[O:83])=[CH:78][C:77]=2[S:86]([C:89]([F:92])([F:91])[F:90])(=[O:88])=[O:87])[CH2:67][S:68][C:69]2[CH:74]=[CH:73][CH:72]=[CH:71][CH:70]=2)[CH2:60][CH2:59]1)([C:51]([CH3:54])([CH3:53])[CH3:52])([C:45]1[CH:50]=[CH:49][CH:48]=[CH:47][CH:46]=1)[C:39]1[CH:44]=[CH:43][CH:42]=[CH:41][CH:40]=1.C(Cl)CCl. (2) Given the product [CH3:16][C:15]1[CH:14]=[C:13]([C:17]2[N:21]=[C:20]([C:22]3[S:29][C:28]([CH3:30])=[C:27]4[C:23]=3[CH2:24][C@H:25]3[C:31]([CH3:32])([CH3:33])[C@H:26]34)[O:19][N:18]=2)[CH:12]=[C:11]([CH3:34])[C:10]=1[O:9][CH2:8][CH:5]([CH2:4][OH:3])[CH2:6][OH:7], predict the reactants needed to synthesize it. The reactants are: CC1(C)[O:7][CH2:6][CH:5]([CH2:8][O:9][C:10]2[C:15]([CH3:16])=[CH:14][C:13]([C:17]3[N:21]=[C:20]([C:22]4[S:29][C:28]([CH3:30])=[C:27]5[C:23]=4[CH2:24][C@H:25]4[C:31]([CH3:33])([CH3:32])[C@H:26]45)[O:19][N:18]=3)=[CH:12][C:11]=2[CH3:34])[CH2:4][O:3]1.Cl.C(NCC)C. (3) Given the product [CH:63]1([C:53]2[S:54][C:55]([C:56]3[CH:61]=[CH:60][C:59]([F:62])=[CH:58][CH:57]=3)=[C:51]([C:49]([N:45]3[CH2:46][CH2:47][CH2:48][C@H:44]3[CH2:43][NH:42][C:5](=[O:7])[C:4]3[CH:8]=[CH:9][CH:10]=[C:2]([CH3:1])[CH:3]=3)=[O:50])[N:52]=2)[CH2:65][CH2:64]1, predict the reactants needed to synthesize it. The reactants are: [CH3:1][C:2]1[CH:3]=[C:4]([CH:8]=[CH:9][CH:10]=1)[C:5]([OH:7])=O.CN(C(ON1N=NC2C=CC=CC1=2)=[N+](C)C)C.[B-](F)(F)(F)F.CCN(C(C)C)C(C)C.[NH2:42][CH2:43][C@@H:44]1[CH2:48][CH2:47][CH2:46][N:45]1[C:49]([C:51]1[N:52]=[C:53]([CH:63]2[CH2:65][CH2:64]2)[S:54][C:55]=1[C:56]1[CH:61]=[CH:60][C:59]([F:62])=[CH:58][CH:57]=1)=[O:50].